This data is from Full USPTO retrosynthesis dataset with 1.9M reactions from patents (1976-2016). The task is: Predict the reactants needed to synthesize the given product. (1) Given the product [CH3:75][CH:74]([N+:53]1([CH3:54])[C@@H:41]2[CH2:1][CH:40]([O:39][C:37]([CH:21]([C:22]3[CH:27]=[CH:26][CH:25]=[CH:24][CH:23]=3)[CH2:19][OH:20])=[O:38])[CH2:45][C@H:44]1[CH2:43][CH2:42]2)[CH3:80].[CH3:83][C:59]([NH:68][CH2:69][C@H:80]([OH:82])[C:74]1[CH:75]=[CH:76][C:77]([O-:79])=[C:15]([CH2:16][OH:17])[CH:13]=1)([CH3:58])[CH3:60].[ClH:5], predict the reactants needed to synthesize it. The reactants are: [CH3:1]OC(F)(F)C(Cl)[Cl:5].CC1(C)S[C@@H:13]2[C@H:15](N[C:19]([CH2:21][C:22]3[CH:23]=[CH:24][CH:25]=[CH:26][CH:27]=3)=[O:20])[C:16](=[O:17])N2[C@H]1C([O-])=O.[K+].C[C@@H]1[O:38][C@@H:37]([O:39][C@H:40]2[C@H:45](O)[C@@H:44](O)[C@H:43](NC(N)=N)[C@@H:42](O)[C@@H:41]2[NH:53][C:54](N)=N)[C@H](O[C@@H:58]2O[C@@H](CO)[C@H](O)[C@@H:60](O)[C@@H:59]2[NH:68][CH3:69])[C@@]1(O)C=O.N[C@H:74]([C:80]([OH:82])=O)[CH2:75][CH2:76][C:77](=[O:79])N.[C:83](=O)=O. (2) The reactants are: [CH3:1][O:2][C:3]1[N:8]=[CH:7][C:6]2[C:9](=[O:12])[CH2:10][CH2:11][C:5]=2[CH:4]=1.[BH4-].[Na+]. Given the product [CH3:1][O:2][C:3]1[N:8]=[CH:7][C:6]2[CH:9]([OH:12])[CH2:10][CH2:11][C:5]=2[CH:4]=1, predict the reactants needed to synthesize it. (3) Given the product [CH:1]1([C:7]2([CH3:17])[C:8](=[O:16])[N:9]([CH2:19][C:20]([C:22]3[CH:27]=[CH:26][CH:25]=[C:24]([F:28])[CH:23]=3)=[O:21])[C:10](=[O:15])[N:11]([CH3:14])[C:12]2=[O:13])[CH2:6][CH2:5][CH2:4][CH:3]=[CH:2]1, predict the reactants needed to synthesize it. The reactants are: [CH:1]1([C:7]2([CH3:17])[C:12](=[O:13])[N:11]([CH3:14])[C:10](=[O:15])[NH:9][C:8]2=[O:16])[CH2:6][CH2:5][CH2:4][CH:3]=[CH:2]1.Br[CH2:19][C:20]([C:22]1[CH:27]=[CH:26][CH:25]=[C:24]([F:28])[CH:23]=1)=[O:21]. (4) Given the product [CH2:41]([C:5]1([CH2:1][CH2:2][CH2:3][CH3:4])[C:6]2[CH:7]=[C:8]([C:39]#[C:40][C:59]3[CH:60]=[CH:61][C:62]([CH2:63][CH2:58][NH:47][CH2:48][CH2:49][O:50][C:51]4[CH:52]=[CH:53][C:54]([OH:57])=[CH:55][CH:56]=4)=[CH:66][CH:65]=3)[CH:9]=[CH:10][C:11]=2[C:12]2[C:17]1=[CH:16][C:15]([C:18]#[C:19][C:20]1[CH:21]=[CH:22][C:23]([N:26]([CH2:27][CH2:28][CH2:29][CH2:30][CH2:31][CH3:32])[CH2:33][CH2:34][CH2:35][CH2:36][CH2:37][CH3:38])=[CH:24][CH:25]=1)=[CH:14][CH:13]=2)[CH2:42][CH2:43][CH3:44], predict the reactants needed to synthesize it. The reactants are: [CH2:1]([C:5]1([CH2:41][CH2:42][CH2:43][CH3:44])[C:17]2[CH:16]=[C:15]([C:18]#[C:19][C:20]3[CH:25]=[CH:24][C:23]([N:26]([CH2:33][CH2:34][CH2:35][CH2:36][CH2:37][CH3:38])[CH2:27][CH2:28][CH2:29][CH2:30][CH2:31][CH3:32])=[CH:22][CH:21]=3)[CH:14]=[CH:13][C:12]=2[C:11]2[C:6]1=[CH:7][C:8]([C:39]#[CH:40])=[CH:9][CH:10]=2)[CH2:2][CH2:3][CH3:4].C([N:47]([C:58]1[CH:63]=[CH:62][C:61](I)=[CH:60][CH:59]=1)[CH2:48][CH2:49][O:50][C:51]1[CH:56]=[CH:55][C:54]([OH:57])=[CH:53][CH:52]=1)C.[C:65]1(C)C=CC=C[CH:66]=1.CCN(CC)CC. (5) Given the product [Br:1][C:2]1[C:3]([O:9][CH2:10][C:11]2[CH:16]=[CH:15][CH:14]=[CH:13][CH:12]=2)=[N:4][CH:5]=[C:6]([Cl:8])[CH:7]=1, predict the reactants needed to synthesize it. The reactants are: [Br:1][C:2]1[C:3]([OH:9])=[N:4][CH:5]=[C:6]([Cl:8])[CH:7]=1.[CH2:10](Br)[C:11]1[CH:16]=[CH:15][CH:14]=[CH:13][CH:12]=1. (6) Given the product [CH2:20]([N:3]([CH2:1][CH3:2])[C:4]([S:6][C:7]1[CH:8]=[N:9][CH:10]=[CH:11][C:12]=1[NH2:13])=[S:5])[CH3:21], predict the reactants needed to synthesize it. The reactants are: [CH2:1]([N:3]([CH2:20][CH3:21])[C:4]([S:6][C:7]1[CH:8]=[N:9][CH:10]=[CH:11][C:12]=1[NH:13]C(=O)C(C)(C)C)=[S:5])[CH3:2].